From a dataset of Catalyst prediction with 721,799 reactions and 888 catalyst types from USPTO. Predict which catalyst facilitates the given reaction. (1) Reactant: Cl[CH2:2][O:3][CH3:4].C(N(C(C)C)CC)(C)C.[OH:14][CH2:15][C:16]1[CH:17]=[C:18]([C:22]2[CH:27]=[CH:26][C:25]([C:28]([O:30][CH3:31])=[O:29])=[CH:24][CH:23]=2)[CH:19]=[CH:20][CH:21]=1. Product: [CH3:4][O:3][CH2:2][O:14][CH2:15][C:16]1[CH:17]=[C:18]([C:22]2[CH:27]=[CH:26][C:25]([C:28]([O:30][CH3:31])=[O:29])=[CH:24][CH:23]=2)[CH:19]=[CH:20][CH:21]=1. The catalyst class is: 4. (2) Reactant: [C:1](N1C=CN=C1)(N1C=CN=C1)=[O:2].N12CCCN=C1CCCCC2.[CH2:24]([O:26][C:27]1[CH:28]=[N:29][C:30]([N:33]2[C:38](=[O:39])[C:37]([CH2:40][C:41]3[CH:42]=[CH:43][C:44]([C:47]4[CH:56]=[CH:55][CH:54]=[CH:53][C:48]=4[C:49](=[N:51][OH:52])[NH2:50])=[N:45][CH:46]=3)=[C:36]([CH2:57][CH2:58][CH3:59])[N:35]=[C:34]2[CH:60]([CH3:62])[CH3:61])=[N:31][CH:32]=1)[CH3:25].Cl. Product: [CH2:24]([O:26][C:27]1[CH:28]=[N:29][C:30]([N:33]2[C:38](=[O:39])[C:37]([CH2:40][C:41]3[CH:42]=[CH:43][C:44]([C:47]4[CH:56]=[CH:55][CH:54]=[CH:53][C:48]=4[C:49]4[NH:50][C:1](=[O:2])[O:52][N:51]=4)=[N:45][CH:46]=3)=[C:36]([CH2:57][CH2:58][CH3:59])[N:35]=[C:34]2[CH:60]([CH3:62])[CH3:61])=[N:31][CH:32]=1)[CH3:25]. The catalyst class is: 217.